Dataset: Forward reaction prediction with 1.9M reactions from USPTO patents (1976-2016). Task: Predict the product of the given reaction. (1) The product is: [ClH:18].[NH2:1][C@H:2]([C:7]1[CH:12]=[CH:11][CH:10]=[C:9]([N+:13]([O-:15])=[O:14])[CH:8]=1)[CH2:3][C:4]([O:6][CH2:20][CH3:21])=[O:5]. Given the reactants [NH2:1][C@H:2]([C:7]1[CH:12]=[CH:11][CH:10]=[C:9]([N+:13]([O-:15])=[O:14])[CH:8]=1)[CH2:3][C:4]([OH:6])=[O:5].S(Cl)([Cl:18])=O.[CH2:20](O)[CH3:21].Cl, predict the reaction product. (2) The product is: [F:16][C:10]1[CH:11]=[C:12]([F:15])[CH:13]=[CH:14][C:9]=1[O:8][C:7]1[C:2]([C:22]2[C:23]3[CH:32]=[CH:31][O:30][C:24]=3[C:25](=[O:29])[N:26]([CH3:28])[CH:27]=2)=[N:3][C:4]([S:17]([CH3:20])(=[O:19])=[O:18])=[N:5][CH:6]=1. Given the reactants Cl[C:2]1[C:7]([O:8][C:9]2[CH:14]=[CH:13][C:12]([F:15])=[CH:11][C:10]=2[F:16])=[CH:6][N:5]=[C:4]([S:17]([CH3:20])(=[O:19])=[O:18])[N:3]=1.Br[C:22]1[C:23]2[CH:32]=[C:31](F)[O:30][C:24]=2[C:25](=[O:29])[N:26]([CH3:28])[CH:27]=1.C([O-])(O)=O.[Na+], predict the reaction product. (3) The product is: [NH2:12][C:13]1([CH3:27])[C:17]2([CH2:19][CH2:18]2)[CH2:16][N:15]([CH2:20][C:21]2[CH:26]=[CH:25][CH:24]=[CH:23][CH:22]=2)[CH2:14]1. Given the reactants C(O)(=O)[C@@H](C1C=CC=CC=1)O.[NH2:12][C:13]1([CH3:27])[C:17]2([CH2:19][CH2:18]2)[CH2:16][N:15]([CH2:20][C:21]2[CH:26]=[CH:25][CH:24]=[CH:23][CH:22]=2)[CH2:14]1.[OH-].[Na+], predict the reaction product. (4) Given the reactants [CH2:1]([O:8][C:9]1[C:14]([C:15](=O)[CH3:16])=[C:13]([OH:18])[C:12]([O:19][C:20]2[C:28]([CH3:29])=[CH:27][C:26]([N+:30]([O-:32])=[O:31])=[C:25]3[C:21]=2[CH2:22][CH2:23][CH2:24]3)=[CH:11][CH:10]=1)[C:2]1[CH:7]=[CH:6][CH:5]=[CH:4][CH:3]=1.C([SiH](CC)CC)C.FC(F)(F)C(O)=O.O, predict the reaction product. The product is: [CH2:1]([O:8][C:9]1[C:14]([CH2:15][CH3:16])=[C:13]([OH:18])[C:12]([O:19][C:20]2[C:28]([CH3:29])=[CH:27][C:26]([N+:30]([O-:32])=[O:31])=[C:25]3[C:21]=2[CH2:22][CH2:23][CH2:24]3)=[CH:11][CH:10]=1)[C:2]1[CH:7]=[CH:6][CH:5]=[CH:4][CH:3]=1.